From a dataset of Reaction yield outcomes from USPTO patents with 853,638 reactions. Predict the reaction yield, written as a fraction of the theoretical maximum amount of product (1.0 means a 100% yield; for example, 0.34 means a 34% yield). The reactants are C(O[C:6](=[O:43])[CH:7]([C:15]1[CH:20]=[C:19]([C:21]([O:23][CH3:24])=[O:22])[C:18]([F:25])=[CH:17][C:16]=1[NH:26][CH:27]1[CH2:32][CH2:31][N:30]([C:33]([O:35][CH2:36][C:37]2[CH:42]=[CH:41][CH:40]=[CH:39][CH:38]=2)=[O:34])[CH2:29][CH2:28]1)C(OC(C)(C)C)=O)(C)(C)C.O.C1(C)C=CC(S(O)(=O)=O)=CC=1. The catalyst is C1(C)C=CC=CC=1. The product is [CH2:36]([O:35][C:33]([N:30]1[CH2:29][CH2:28][CH:27]([N:26]2[C:16]3[C:15](=[CH:20][C:19]([C:21]([O:23][CH3:24])=[O:22])=[C:18]([F:25])[CH:17]=3)[CH2:7][C:6]2=[O:43])[CH2:32][CH2:31]1)=[O:34])[C:37]1[CH:38]=[CH:39][CH:40]=[CH:41][CH:42]=1. The yield is 0.740.